From a dataset of Full USPTO retrosynthesis dataset with 1.9M reactions from patents (1976-2016). Predict the reactants needed to synthesize the given product. Given the product [Br:1][C:2]1[CH:3]=[C:4]([C:8]2[CH:12]=[C:11]([O:13][C:14]3[CH:15]=[CH:16][C:17]([C:20]([F:22])([F:23])[F:21])=[CH:18][CH:19]=3)[N:10]([CH2:24][CH2:25][O:26][Si:43]([C:46]([CH3:49])([CH3:48])[CH3:47])([CH3:45])[CH3:44])[N:9]=2)[CH:5]=[CH:6][CH:7]=1, predict the reactants needed to synthesize it. The reactants are: [Br:1][C:2]1[CH:3]=[C:4]([C:8]2[CH:12]=[C:11]([O:13][C:14]3[CH:19]=[CH:18][C:17]([C:20]([F:23])([F:22])[F:21])=[CH:16][CH:15]=3)[N:10]([CH2:24][CH2:25][OH:26])[N:9]=2)[CH:5]=[CH:6][CH:7]=1.N1C(C)=CC=CC=1C.O([Si:43]([C:46]([CH3:49])([CH3:48])[CH3:47])([CH3:45])[CH3:44])S(C(F)(F)F)(=O)=O.